This data is from Full USPTO retrosynthesis dataset with 1.9M reactions from patents (1976-2016). The task is: Predict the reactants needed to synthesize the given product. Given the product [Si:1]([O:8][C@H:9]1[C@H:14]([O:15][Si:16]([C:19]([CH3:21])([CH3:22])[CH3:20])([CH3:18])[CH3:17])[C@@H:13]([CH3:23])[CH2:12][N:11]([C:24]2[CH:29]=[CH:28][N:27]=[CH:26][C:25]=2[NH2:30])[CH2:10]1)([C:4]([CH3:5])([CH3:6])[CH3:7])([CH3:2])[CH3:3], predict the reactants needed to synthesize it. The reactants are: [Si:1]([O:8][C@H:9]1[C@H:14]([O:15][Si:16]([C:19]([CH3:22])([CH3:21])[CH3:20])([CH3:18])[CH3:17])[C@@H:13]([CH3:23])[CH2:12][N:11]([C:24]2[CH:29]=[CH:28][N:27]=[CH:26][C:25]=2[N+:30]([O-])=O)[CH2:10]1)([C:4]([CH3:7])([CH3:6])[CH3:5])([CH3:3])[CH3:2].